From a dataset of CYP2C19 inhibition data for predicting drug metabolism from PubChem BioAssay. Regression/Classification. Given a drug SMILES string, predict its absorption, distribution, metabolism, or excretion properties. Task type varies by dataset: regression for continuous measurements (e.g., permeability, clearance, half-life) or binary classification for categorical outcomes (e.g., BBB penetration, CYP inhibition). Dataset: cyp2c19_veith. (1) The compound is CC(=O)N1CCc2cc(S(=O)(=O)CCC(=O)Nc3c(C)n(C)n(-c4ccccc4)c3=O)ccc21. The result is 0 (non-inhibitor). (2) The molecule is CC(=O)c1ccc(S(=O)(=O)NC(=O)NC2CCCCC2)cc1. The result is 0 (non-inhibitor).